From a dataset of CYP3A4 substrate classification data from Carbon-Mangels et al.. Regression/Classification. Given a drug SMILES string, predict its absorption, distribution, metabolism, or excretion properties. Task type varies by dataset: regression for continuous measurements (e.g., permeability, clearance, half-life) or binary classification for categorical outcomes (e.g., BBB penetration, CYP inhibition). Dataset: cyp3a4_substrate_carbonmangels. (1) The compound is CC(C)NC[C@@H]1CCc2cc(CO)c([N+](=O)[O-])cc2N1. The result is 0 (non-substrate). (2) The drug is CC(C)c1nc(CN(C)C(=O)N[C@H](C(=O)N[C@@H](Cc2ccccc2)C[C@H](O)[C@H](Cc2ccccc2)NC(=O)OCc2cncs2)C(C)C)cs1. The result is 1 (substrate). (3) The molecule is CC[C@H](c1ccccc1)c1c(O)c2ccccc2oc1=O. The result is 0 (non-substrate). (4) The result is 0 (non-substrate). The drug is O=C(O)COc1ccc(C(=O)c2cccs2)c(Cl)c1Cl. (5) The result is 1 (substrate). The compound is CCCCN1CCCC[C@H]1C(=O)Nc1c(C)cccc1C. (6) The drug is C[C@]12CC[C@H]3[C@@H](CCC4=CC(=O)C=C[C@@]43C)[C@@H]1CCC(=O)O2. The result is 0 (non-substrate).